Dataset: Catalyst prediction with 721,799 reactions and 888 catalyst types from USPTO. Task: Predict which catalyst facilitates the given reaction. (1) Reactant: C1([C@H]([N:9]2[C@H:14]([C:15]([O:17][CH2:18][CH3:19])=[O:16])[C@@H:13]3[CH2:20][CH2:21][C@H:10]2[CH:11]=[CH:12]3)C)C=CC=CC=1. Product: [CH:10]12[CH2:11][CH2:12][CH:13]([CH2:20][CH2:21]1)[C@@H:14]([C:15]([O:17][CH2:18][CH3:19])=[O:16])[NH:9]2. The catalyst class is: 8. (2) Reactant: [F:1][C:2]1[CH:11]=[C:10]([F:12])[CH:9]=[C:8]2[C:3]=1[C:4]([NH:27][C:28]1[CH:33]=[CH:32][N:31]=[C:30]([N:34]3[CH2:39][CH2:38][O:37][CH2:36][CH2:35]3)[CH:29]=1)=[C:5]([CH3:26])[C:6]([N:13]1[CH2:18][CH2:17][N:16](C(OC(C)(C)C)=O)[CH2:15][CH2:14]1)=[N:7]2.C(O)(C(F)(F)F)=O. Product: [F:1][C:2]1[CH:11]=[C:10]([F:12])[CH:9]=[C:8]2[C:3]=1[C:4]([NH:27][C:28]1[CH:33]=[CH:32][N:31]=[C:30]([N:34]3[CH2:39][CH2:38][O:37][CH2:36][CH2:35]3)[CH:29]=1)=[C:5]([CH3:26])[C:6]([N:13]1[CH2:14][CH2:15][NH:16][CH2:17][CH2:18]1)=[N:7]2. The catalyst class is: 4.